From a dataset of Catalyst prediction with 721,799 reactions and 888 catalyst types from USPTO. Predict which catalyst facilitates the given reaction. (1) Reactant: [Cl:1][C:2]1[CH:28]=[C:27]([OH:29])[CH:26]=[C:25]([CH3:30])[C:3]=1[C:4]([N:6]1[C:14]2[C:9](=[N:10][CH:11]=[CH:12][CH:13]=2)[C:8]([C:15]2[CH:23]=[CH:22][C:18]([C:19]([OH:21])=[O:20])=[CH:17][C:16]=2[F:24])=[N:7]1)=[O:5].[H-].[Na+].Br[CH2:34][CH2:35][O:36][CH3:37].O. Product: [Cl:1][C:2]1[CH:28]=[C:27]([O:29][CH2:34][CH2:35][O:36][CH3:37])[CH:26]=[C:25]([CH3:30])[C:3]=1[C:4]([N:6]1[C:14]2[C:9](=[N:10][CH:11]=[CH:12][CH:13]=2)[C:8]([C:15]2[CH:23]=[CH:22][C:18]([C:19]([OH:21])=[O:20])=[CH:17][C:16]=2[F:24])=[N:7]1)=[O:5]. The catalyst class is: 499. (2) Reactant: [CH:1]([C:4]1[N:8]2[C:9]([S:17][CH3:18])=[CH:10][CH:11]=[C:12]([C:13]([O:15]C)=[O:14])[C:7]2=[N:6][N:5]=1)([CH3:3])[CH3:2].CO.[OH-].[Na+]. Product: [CH:1]([C:4]1[N:8]2[C:9]([S:17][CH3:18])=[CH:10][CH:11]=[C:12]([C:13]([OH:15])=[O:14])[C:7]2=[N:6][N:5]=1)([CH3:3])[CH3:2]. The catalyst class is: 6. (3) Reactant: C[C:2](C)([O-:4])C.[K+].CO.[Cl:9][C:10]1[CH:15]=[C:14]([N+:16]([O-:18])=[O:17])[C:13](F)=[CH:12][C:11]=1[F:20].O. Product: [Cl:9][C:10]1[CH:15]=[C:14]([N+:16]([O-:18])=[O:17])[C:13]([O:4][CH3:2])=[CH:12][C:11]=1[F:20]. The catalyst class is: 11. (4) Reactant: [C:1]([O:5][C:6]([NH:8][CH:9]1[CH2:12][N:11]([C:13]2[N:22]=[C:21]3[C:16]([C:17](=[O:32])[C:18]([C:27]([O:29]CC)=[O:28])=[CH:19][N:20]3[CH2:23][CH2:24][C:25]#[N:26])=[CH:15][C:14]=2[F:33])[CH2:10]1)=[O:7])([CH3:4])([CH3:3])[CH3:2].[Li+].[OH-]. Product: [C:1]([O:5][C:6]([NH:8][CH:9]1[CH2:12][N:11]([C:13]2[N:22]=[C:21]3[C:16]([C:17](=[O:32])[C:18]([C:27]([OH:29])=[O:28])=[CH:19][N:20]3[CH2:23][CH2:24][C:25]#[N:26])=[CH:15][C:14]=2[F:33])[CH2:10]1)=[O:7])([CH3:4])([CH3:2])[CH3:3]. The catalyst class is: 36.